Dataset: Full USPTO retrosynthesis dataset with 1.9M reactions from patents (1976-2016). Task: Predict the reactants needed to synthesize the given product. Given the product [CH2:1]([O:3][C:4]([C:6]1[C:7]([CH3:13])=[N:8][N:9]([CH3:17])[C:10]=1[NH:11][CH3:12])=[O:5])[CH3:2], predict the reactants needed to synthesize it. The reactants are: [CH2:1]([O:3][C:4]([C:6]1[C:7]([CH3:13])=[N:8][NH:9][C:10]=1[NH:11][CH3:12])=[O:5])[CH3:2].[OH-].[Na+].I[CH3:17].